Task: Predict the reactants needed to synthesize the given product.. Dataset: Full USPTO retrosynthesis dataset with 1.9M reactions from patents (1976-2016) (1) Given the product [CH2:17]([C:7]1[N:8]([CH2:12][C:13]2[N:16]=[C:29]([C:28]3[CH:32]=[CH:33][CH:34]=[C:26]([C:25]([F:24])([F:35])[F:36])[CH:27]=3)[O:15][N:14]=2)[C:9]2[C:5]([CH:6]=1)=[C:4]([C:20]([F:22])([F:23])[F:21])[C:3]([C:1]#[N:2])=[CH:11][CH:10]=2)[CH2:18][CH3:19], predict the reactants needed to synthesize it. The reactants are: [C:1]([C:3]1[C:4]([C:20]([F:23])([F:22])[F:21])=[C:5]2[C:9](=[CH:10][CH:11]=1)[N:8]([CH2:12][C:13](=[NH:16])[NH:14][OH:15])[C:7]([CH2:17][CH2:18][CH3:19])=[CH:6]2)#[N:2].[F:24][C:25]([F:36])([F:35])[C:26]1[CH:27]=[C:28]([CH:32]=[CH:33][CH:34]=1)[C:29](Cl)=O.C(N(CC)C(C)C)(C)C. (2) The reactants are: [CH:1]([CH:3]1[CH2:12][CH2:11][CH2:10][C:9]2[C:8]([C:13]#[N:14])=[CH:7][CH:6]=[CH:5][C:4]1=2)=O.[N:15]1(C(OC(C)(C)C)=O)[CH2:20][CH2:19][NH:18][CH2:17][CH2:16]1.COC1C=C(CCN2CCNCC2)C=CC=1C#N. Given the product [N:15]1([CH2:1][CH:3]2[CH2:12][CH2:11][CH2:10][C:9]3[C:8]([C:13]#[N:14])=[CH:7][CH:6]=[CH:5][C:4]2=3)[CH2:20][CH2:19][NH:18][CH2:17][CH2:16]1, predict the reactants needed to synthesize it.